This data is from Catalyst prediction with 721,799 reactions and 888 catalyst types from USPTO. The task is: Predict which catalyst facilitates the given reaction. (1) Reactant: C([O:3][CH:4](OCC)[C:5]1[C:6]2[N:7]([C:11]([C:15]3[N:19]4[N:20]=[C:21]([CH3:29])[CH:22]=[C:23]([CH:24]([CH2:27][CH3:28])[CH2:25][CH3:26])[C:18]4=[N:17][C:16]=3[CH3:30])=[C:12]([CH3:14])[N:13]=2)[CH:8]=[CH:9][CH:10]=1)C.Cl. Product: [CH2:25]([CH:24]([C:23]1[C:18]2[N:19]([C:15]([C:11]3[N:7]4[CH:8]=[CH:9][CH:10]=[C:5]([CH:4]=[O:3])[C:6]4=[N:13][C:12]=3[CH3:14])=[C:16]([CH3:30])[N:17]=2)[N:20]=[C:21]([CH3:29])[CH:22]=1)[CH2:27][CH3:28])[CH3:26]. The catalyst class is: 21. (2) Product: [NH2:4][C:5]1[CH:6]=[CH:7][C:8]([S:11]([N:14]([CH2:30][CH2:31][C:32]2[C:40]3[C:35](=[CH:36][CH:37]=[CH:38][CH:39]=3)[NH:34][CH:33]=2)[CH:15]2[C:23]3[C:18](=[CH:19][C:20](/[CH:24]=[CH:25]/[C:26]([O:28][CH3:29])=[O:27])=[CH:21][CH:22]=3)[CH2:17][CH2:16]2)(=[O:13])=[O:12])=[CH:9][CH:10]=1. The catalyst class is: 71. Reactant: C([NH:4][C:5]1[CH:10]=[CH:9][C:8]([S:11]([N:14]([CH2:30][CH2:31][C:32]2[C:40]3[C:35](=[CH:36][CH:37]=[CH:38][CH:39]=3)[NH:34][CH:33]=2)[CH:15]2[C:23]3[C:18](=[CH:19][C:20](/[CH:24]=[CH:25]/[C:26]([O:28][CH3:29])=[O:27])=[CH:21][CH:22]=3)[CH2:17][CH2:16]2)(=[O:13])=[O:12])=[CH:7][CH:6]=1)(=O)C.Cl. (3) Reactant: [CH2:1]1[C:6]2[NH:7][C:8]3[C:13]([C:5]=2[CH2:4][CH2:3][N:2]1[CH:14]([CH3:19])[C:15]([O:17]C)=[O:16])=[CH:12][CH:11]=[CH:10][CH:9]=3.C1COCC1.CO.O.[OH-].[Li+]. Product: [CH2:1]1[C:6]2[NH:7][C:8]3[C:13]([C:5]=2[CH2:4][CH2:3][N:2]1[CH:14]([CH3:19])[C:15]([OH:17])=[O:16])=[CH:12][CH:11]=[CH:10][CH:9]=3. The catalyst class is: 6.